This data is from Reaction yield outcomes from USPTO patents with 853,638 reactions. The task is: Predict the reaction yield, written as a fraction of the theoretical maximum amount of product (1.0 means a 100% yield; for example, 0.34 means a 34% yield). (1) The reactants are [C:1]([O:5][C:6]([N:8]1[CH2:12][C:11](=O)[CH:10]2[O:14][CH2:15][C:16]([O:19][CH3:20])([O:17][CH3:18])[CH:9]12)=[O:7])([CH3:4])([CH3:3])[CH3:2].[CH3:21]C([O-])(C)C.[K+].C(OCC)C. The catalyst is C1COCC1.[Br-].C[P+](C1C=CC=CC=1)(C1C=CC=CC=1)C1C=CC=CC=1. The product is [C:1]([O:5][C:6]([N:8]1[CH2:12][C:11](=[CH2:21])[CH:10]2[O:14][CH2:15][C:16]([O:17][CH3:18])([O:19][CH3:20])[CH:9]12)=[O:7])([CH3:2])([CH3:3])[CH3:4]. The yield is 0.480. (2) The reactants are [NH2:1][C:2]1[CH:14]=[CH:13][C:5]([C:6]([O:8][C:9]([CH3:12])([CH3:11])[CH3:10])=[O:7])=[CH:4][CH:3]=1.[CH2:15]([O:22][C:23]([NH:25][C:26](=[N:29][C:30]([O:32][CH2:33][C:34]1[CH:39]=[CH:38][CH:37]=[CH:36][CH:35]=1)=[O:31])SC)=[O:24])[C:16]1[CH:21]=[CH:20][CH:19]=[CH:18][CH:17]=1.CCN(CC)CC. The catalyst is C(Cl)Cl. The product is [CH2:15]([O:22][C:23]([N:25]=[C:26]([NH:29][C:30]([O:32][CH2:33][C:34]1[CH:35]=[CH:36][CH:37]=[CH:38][CH:39]=1)=[O:31])[NH:1][C:2]1[CH:14]=[CH:13][C:5]([C:6]([O:8][C:9]([CH3:10])([CH3:11])[CH3:12])=[O:7])=[CH:4][CH:3]=1)=[O:24])[C:16]1[CH:17]=[CH:18][CH:19]=[CH:20][CH:21]=1. The yield is 0.750.